Task: Predict the reactants needed to synthesize the given product.. Dataset: Full USPTO retrosynthesis dataset with 1.9M reactions from patents (1976-2016) (1) Given the product [CH2:1]([O:3][C:4](=[O:22])/[C:5](/[C:14]1[CH:19]=[CH:18][C:17]([S:25]([CH3:29])(=[O:27])=[O:24])=[CH:16][CH:15]=1)=[CH:6]/[CH2:7][CH:8]1[CH2:13][CH2:12][CH2:11][CH2:10][CH2:9]1)[CH3:2], predict the reactants needed to synthesize it. The reactants are: [CH2:1]([O:3][C:4](=[O:22])/[C:5](/[C:14]1[CH:19]=[CH:18][C:17](SC)=[CH:16][CH:15]=1)=[CH:6]/[CH2:7][CH:8]1[CH2:13][CH2:12][CH2:11][CH2:10][CH2:9]1)[CH3:2].O[O:24][S:25]([O-:27])=O.[K+].[CH3:29]O. (2) Given the product [F:18][C:19]1[CH:24]=[CH:23][CH:22]=[CH:21][C:20]=1[C:2]1[NH:6][CH:5]=[C:4]2[C:7](=[O:17])[N:8]([C:10]([O:12][C:13]([CH3:16])([CH3:15])[CH3:14])=[O:11])[CH2:9][C:3]=12, predict the reactants needed to synthesize it. The reactants are: Br[C:2]1[NH:6][CH:5]=[C:4]2[C:7](=[O:17])[N:8]([C:10]([O:12][C:13]([CH3:16])([CH3:15])[CH3:14])=[O:11])[CH2:9][C:3]=12.[F:18][C:19]1[CH:24]=[CH:23][CH:22]=[CH:21][C:20]=1OB(O)O. (3) Given the product [Cl:1][C:2]1[N:7]=[C:6]([C:8]2[CH:9]=[C:10]([CH:13]=[CH:14][CH:15]=2)[CH2:11][NH:16][C@@H:17]([CH3:20])[CH2:18][OH:19])[CH:5]=[CH:4][N:3]=1, predict the reactants needed to synthesize it. The reactants are: [Cl:1][C:2]1[N:7]=[C:6]([C:8]2[CH:9]=[C:10]([CH:13]=[CH:14][CH:15]=2)[CH:11]=O)[CH:5]=[CH:4][N:3]=1.[NH2:16][C@@H:17]([CH3:20])[CH2:18][OH:19].